From a dataset of Ames mutagenicity test results for genotoxicity prediction. Regression/Classification. Given a drug SMILES string, predict its toxicity properties. Task type varies by dataset: regression for continuous values (e.g., LD50, hERG inhibition percentage) or binary classification for toxic/non-toxic outcomes (e.g., AMES mutagenicity, cardiotoxicity, hepatotoxicity). Dataset: ames. The compound is Cc1ccc2cc3ccc4ccccc4c3nc2c1. The result is 1 (mutagenic).